Dataset: Forward reaction prediction with 1.9M reactions from USPTO patents (1976-2016). Task: Predict the product of the given reaction. (1) Given the reactants I[CH2:2][C:3]1[N:7]=[C:6]([C:8]2[CH:9]=[N:10][CH:11]=[CH:12][C:13]=2[C:14]([F:17])([F:16])[F:15])[O:5][N:4]=1.[O-:18][CH2:19][CH3:20].[Na+], predict the reaction product. The product is: [CH2:19]([O:18][CH2:2][C:3]1[N:7]=[C:6]([C:8]2[CH:9]=[N:10][CH:11]=[CH:12][C:13]=2[C:14]([F:17])([F:16])[F:15])[O:5][N:4]=1)[CH3:20]. (2) Given the reactants P12(SP3(SP(SP(S3)(S1)=S)(=S)S2)=S)=[S:2].[CH:15]([NH2:17])=O.Cl[CH2:19][C:20]([C:22]1[N:23]=[CH:24][N:25]2[CH:29]=[CH:28][S:27][C:26]=12)=O.C(=O)([O-])O.[Na+], predict the reaction product. The product is: [S:2]1[CH:19]=[C:20]([C:22]2[N:23]=[CH:24][N:25]3[CH:29]=[CH:28][S:27][C:26]=23)[N:17]=[CH:15]1. (3) Given the reactants [C:1]1([CH3:15])[CH:6]=[CH:5][CH:4]=[CH:3][C:2]=1[C:7]1[C:11](C(O)=O)=[CH:10][O:9][N:8]=1.C1C=CC(OP([O:28][C:29]2C=CC=CC=2)(N=[N+]=[N-])=O)=CC=1.C([N:37](CC)CC)C.[C:42]([OH:46])([CH3:45])([CH3:44])[CH3:43], predict the reaction product. The product is: [C:42]([O:46][C:29](=[O:28])[NH:37][C:11]1[C:7]([C:2]2[CH:3]=[CH:4][CH:5]=[CH:6][C:1]=2[CH3:15])=[N:8][O:9][CH:10]=1)([CH3:45])([CH3:44])[CH3:43].